Dataset: NCI-60 drug combinations with 297,098 pairs across 59 cell lines. Task: Regression. Given two drug SMILES strings and cell line genomic features, predict the synergy score measuring deviation from expected non-interaction effect. (1) Drug 1: CS(=O)(=O)CCNCC1=CC=C(O1)C2=CC3=C(C=C2)N=CN=C3NC4=CC(=C(C=C4)OCC5=CC(=CC=C5)F)Cl. Drug 2: C1CN(P(=O)(OC1)NCCCl)CCCl. Cell line: A498. Synergy scores: CSS=1.80, Synergy_ZIP=-1.52, Synergy_Bliss=-0.781, Synergy_Loewe=-3.29, Synergy_HSA=-3.19. (2) Drug 1: CN1CCC(CC1)COC2=C(C=C3C(=C2)N=CN=C3NC4=C(C=C(C=C4)Br)F)OC. Drug 2: CC=C1C(=O)NC(C(=O)OC2CC(=O)NC(C(=O)NC(CSSCCC=C2)C(=O)N1)C(C)C)C(C)C. Cell line: COLO 205. Synergy scores: CSS=42.5, Synergy_ZIP=2.45, Synergy_Bliss=0.366, Synergy_Loewe=-67.9, Synergy_HSA=-5.15. (3) Drug 1: C1CCN(CC1)CCOC2=CC=C(C=C2)C(=O)C3=C(SC4=C3C=CC(=C4)O)C5=CC=C(C=C5)O. Drug 2: C1=NC2=C(N1)C(=S)N=CN2. Cell line: HCT-15. Synergy scores: CSS=8.53, Synergy_ZIP=2.34, Synergy_Bliss=6.36, Synergy_Loewe=-1.46, Synergy_HSA=-0.500. (4) Drug 1: CN1C(=O)N2C=NC(=C2N=N1)C(=O)N. Drug 2: C(CN)CNCCSP(=O)(O)O. Cell line: LOX IMVI. Synergy scores: CSS=6.24, Synergy_ZIP=4.30, Synergy_Bliss=10.4, Synergy_Loewe=2.76, Synergy_HSA=3.79. (5) Drug 1: CCC1=CC2CC(C3=C(CN(C2)C1)C4=CC=CC=C4N3)(C5=C(C=C6C(=C5)C78CCN9C7C(C=CC9)(C(C(C8N6C)(C(=O)OC)O)OC(=O)C)CC)OC)C(=O)OC.C(C(C(=O)O)O)(C(=O)O)O. Drug 2: CC1=CC2C(CCC3(C2CCC3(C(=O)C)OC(=O)C)C)C4(C1=CC(=O)CC4)C. Cell line: CAKI-1. Synergy scores: CSS=36.0, Synergy_ZIP=-2.43, Synergy_Bliss=-3.80, Synergy_Loewe=-38.8, Synergy_HSA=-6.81. (6) Drug 1: CN1CCC(CC1)COC2=C(C=C3C(=C2)N=CN=C3NC4=C(C=C(C=C4)Br)F)OC. Drug 2: CC1C(C(CC(O1)OC2CC(CC3=C2C(=C4C(=C3O)C(=O)C5=CC=CC=C5C4=O)O)(C(=O)C)O)N)O. Cell line: OVCAR-4. Synergy scores: CSS=36.6, Synergy_ZIP=0.455, Synergy_Bliss=3.76, Synergy_Loewe=-10.8, Synergy_HSA=6.83. (7) Drug 1: C1CN1P(=S)(N2CC2)N3CC3. Drug 2: CC1=C2C(C(=O)C3(C(CC4C(C3C(C(C2(C)C)(CC1OC(=O)C(C(C5=CC=CC=C5)NC(=O)OC(C)(C)C)O)O)OC(=O)C6=CC=CC=C6)(CO4)OC(=O)C)O)C)O. Cell line: OVCAR-4. Synergy scores: CSS=-2.21, Synergy_ZIP=3.41, Synergy_Bliss=5.03, Synergy_Loewe=-3.10, Synergy_HSA=-2.79.